Predict the product of the given reaction. From a dataset of Forward reaction prediction with 1.9M reactions from USPTO patents (1976-2016). (1) Given the reactants [C:1]([C:3]([C:6]1[CH:7]=[C:8]([CH:24]=[CH:25][CH:26]=1)[C:9]([NH:11][C:12]1[CH:17]=[CH:16][C:15]([CH3:18])=[C:14]([NH:19][C:20](=[O:23])[CH2:21][SH:22])[CH:13]=1)=[O:10])([CH3:5])[CH3:4])#[N:2].Br[C:28]1[C:29]([C:34](OC)=[O:35])=[N:30][CH:31]=[CH:32][N:33]=1.C([O-])([O-])=O.[Na+].[Na+], predict the reaction product. The product is: [C:1]([C:3]([C:6]1[CH:7]=[C:8]([CH:24]=[CH:25][CH:26]=1)[C:9]([NH:11][C:12]1[CH:17]=[CH:16][C:15]([CH3:18])=[C:14]([NH:19][C:20]([CH:21]2[S:22][C:28]3=[N:33][CH:32]=[CH:31][N:30]=[C:29]3[C:34]2=[O:35])=[O:23])[CH:13]=1)=[O:10])([CH3:4])[CH3:5])#[N:2]. (2) Given the reactants [F:1][C:2]([F:16])([F:15])[C:3]1[CH:4]=[C:5]([CH:8]=[C:9]([C:11]([F:14])([F:13])[F:12])[CH:10]=1)[CH:6]=O.[NH2:17][CH2:18][C:19]1[C:20]([N:29]([CH2:32][CH:33]2[CH2:37][CH2:36][CH2:35][CH2:34]2)[CH2:30][CH3:31])=[N:21][C:22]2[CH2:23][CH2:24][CH2:25][CH2:26][C:27]=2[CH:28]=1.C(O)(=O)C.C([BH3-])#N.[Na+], predict the reaction product. The product is: [F:1][C:2]([F:16])([F:15])[C:3]1[CH:4]=[C:5]([CH:8]=[C:9]([C:11]([F:14])([F:13])[F:12])[CH:10]=1)[CH2:6][NH:17][CH2:18][C:19]1[C:20]([N:29]([CH2:32][CH:33]2[CH2:37][CH2:36][CH2:35][CH2:34]2)[CH2:30][CH3:31])=[N:21][C:22]2[CH2:23][CH2:24][CH2:25][CH2:26][C:27]=2[CH:28]=1.